From a dataset of Full USPTO retrosynthesis dataset with 1.9M reactions from patents (1976-2016). Predict the reactants needed to synthesize the given product. (1) The reactants are: C(C[O:4][C:5](=O)[CH2:6][CH2:7][CH2:8][CH2:9][C:10]1[C:18]2[C:13](=[CH:14][CH:15]=[CH:16][CH:17]=2)[NH:12][CH:11]=1)#N.[NH3:20]. Given the product [NH:12]1[C:13]2[C:18](=[CH:17][CH:16]=[CH:15][CH:14]=2)[C:10]([CH2:9][CH2:8][CH2:7][CH2:6][C:5]([NH2:20])=[O:4])=[CH:11]1, predict the reactants needed to synthesize it. (2) Given the product [C:1]([C:5]1[N:10]=[C:9]([C:45]#[C:46][CH2:47][CH2:48][CH2:49][CH3:50])[C:8]([C:12]([N:14]([CH2:32][CH:33]([CH3:35])[CH3:34])[C@@H:15]2[CH2:20][N:19]([C:21]([O:23][C:24]([CH3:27])([CH3:26])[CH3:25])=[O:22])[CH2:18][C@H:17]([C:28]([O:30][CH3:31])=[O:29])[CH2:16]2)=[O:13])=[CH:7][N:6]=1)([CH3:4])([CH3:3])[CH3:2], predict the reactants needed to synthesize it. The reactants are: [C:1]([C:5]1[N:10]=[C:9](Cl)[C:8]([C:12]([N:14]([CH2:32][CH:33]([CH3:35])[CH3:34])[C@@H:15]2[CH2:20][N:19]([C:21]([O:23][C:24]([CH3:27])([CH3:26])[CH3:25])=[O:22])[CH2:18][C@H:17]([C:28]([O:30][CH3:31])=[O:29])[CH2:16]2)=[O:13])=[CH:7][N:6]=1)([CH3:4])([CH3:3])[CH3:2].C(N(CC)C(C)C)(C)C.[CH:45]#[C:46][CH2:47][CH2:48][CH2:49][CH3:50].